From a dataset of Catalyst prediction with 721,799 reactions and 888 catalyst types from USPTO. Predict which catalyst facilitates the given reaction. (1) Reactant: [NH2:1][C:2]1[CH:3]=[C:4]([C@@H:9]2[CH2:13][NH:12][C:11](=[O:14])[CH2:10]2)[CH:5]=[CH:6][C:7]=1[Cl:8].ClCCl.[F:18][C:19]([F:30])([F:29])[C:20](O[C:20](=[O:21])[C:19]([F:30])([F:29])[F:18])=[O:21]. Product: [O:14]=[C:11]1[NH:12][CH2:13][C@@H:9]([C:4]2[CH:5]=[CH:6][C:7]([Cl:8])=[C:2]([NH:1][C:20](=[O:21])[C:19]([F:30])([F:29])[F:18])[CH:3]=2)[CH2:10]1. The catalyst class is: 775. (2) Reactant: C([O:3][C:4](=O)[CH2:5][O:6][C:7]1[CH:8]=[C:9]([C:20]2[CH:25]=[CH:24][C:23]([CH2:26][CH2:27][CH2:28][CH2:29][CH3:30])=[CH:22][CH:21]=2)[CH:10]=[C:11]([O:13][CH2:14][C:15](OCC)=[O:16])[CH:12]=1)C.[H-].[Al+3].[Li+].[H-].[H-].[H-].Cl. Product: [OH:16][CH2:15][CH2:14][O:13][C:11]1[CH:12]=[C:7]([O:6][CH2:5][CH2:4][OH:3])[CH:8]=[C:9]([C:20]2[CH:25]=[CH:24][C:23]([CH2:26][CH2:27][CH2:28][CH2:29][CH3:30])=[CH:22][CH:21]=2)[CH:10]=1. The catalyst class is: 1. (3) Reactant: C(OC([N:8]1[CH2:13][CH2:12][CH2:11][C@H:10]2[CH2:14][N:15]([C:17]3[C:26]([O:27][CH3:28])=[C:25]4[C:20]([C:21](=[O:59])[C:22]([C:32](=[O:58])[S:33][CH2:34][CH2:35][CH2:36][CH:37]([P:48]([O:54]C(C)C)([O:50]C(C)C)=[O:49])[P:38]([O:44]C(C)C)([O:40]C(C)C)=[O:39])=[CH:23][N:24]4[CH:29]4[CH2:31][CH2:30]4)=[CH:19][C:18]=3[F:60])[CH2:16][C@@H:9]12)=O)(C)(C)C.C[Si](Br)(C)C. Product: [NH:8]1[CH2:13][CH2:12][CH2:11][C@H:10]2[CH2:14][N:15]([C:17]3[C:26]([O:27][CH3:28])=[C:25]4[C:20]([C:21](=[O:59])[C:22]([C:32](=[O:58])[S:33][CH2:34][CH2:35][CH2:36][CH:37]([P:48]([OH:54])([OH:50])=[O:49])[P:38]([OH:40])([OH:44])=[O:39])=[CH:23][N:24]4[CH:29]4[CH2:30][CH2:31]4)=[CH:19][C:18]=3[F:60])[CH2:16][C@@H:9]12. The catalyst class is: 2. (4) Reactant: [Br:1][C:2]1[CH:7]=[CH:6][C:5]([C:8]2[N:12]=[N:11][N:10]([CH3:13])[C:9]=2C(O)=O)=[CH:4][CH:3]=1.C([N:19]([CH2:22]C)CC)C.C1C=CC(P(N=[N+]=[N-])(C2C=CC=CC=2)=[O:31])=CC=1.[F:41][C:42]([F:53])([F:52])[C:43]1[CH:44]=[C:45]([CH:49]([OH:51])[CH3:50])[CH:46]=[CH:47][CH:48]=1. Product: [F:41][C:42]([F:52])([F:53])[C:43]1[CH:44]=[C:45]([CH:49]([O:51][C:22](=[O:31])[NH:19][C:9]2[N:10]([CH3:13])[N:11]=[N:12][C:8]=2[C:5]2[CH:4]=[CH:3][C:2]([Br:1])=[CH:7][CH:6]=2)[CH3:50])[CH:46]=[CH:47][CH:48]=1. The catalyst class is: 11.